This data is from Forward reaction prediction with 1.9M reactions from USPTO patents (1976-2016). The task is: Predict the product of the given reaction. (1) Given the reactants [Cl:1][C:2]1[CH:19]=[C:18]([O:20][CH2:21][CH:22]=[C:23]([Cl:25])[Cl:24])[CH:17]=[C:16]([Cl:26])[C:3]=1[O:4][CH2:5][CH2:6][CH2:7][CH2:8][CH2:9][O:10][CH2:11][C:12](=[N:14][OH:15])[CH3:13].C(N(CC)CC)C.[CH2:34]([N:36]([CH2:40][CH3:41])[C:37](Cl)=[O:38])[CH3:35].Cl, predict the reaction product. The product is: [CH2:34]([N:36]([CH2:40][CH3:41])[C:37]([O:15][N:14]=[C:12]([CH2:11][O:10][CH2:9][CH2:8][CH2:7][CH2:6][CH2:5][O:4][C:3]1[C:2]([Cl:1])=[CH:19][C:18]([O:20][CH2:21][CH:22]=[C:23]([Cl:25])[Cl:24])=[CH:17][C:16]=1[Cl:26])[CH3:13])=[O:38])[CH3:35]. (2) Given the reactants Br[C:2]1[C:10]2[C:9]([Cl:11])=[N:8][CH:7]=[N:6][C:5]=2[NH:4][CH:3]=1.[Li]CCCC.[C:17]1([C:23](Cl)=[O:24])[CH:22]=[CH:21][CH:20]=[CH:19][CH:18]=1.O, predict the reaction product. The product is: [Cl:11][C:9]1[C:10]2[C:2]([C:23]([C:17]3[CH:22]=[CH:21][CH:20]=[CH:19][CH:18]=3)=[O:24])=[CH:3][NH:4][C:5]=2[N:6]=[CH:7][N:8]=1. (3) Given the reactants Br[C:2]1[S:3][CH:4]=[CH:5][C:6]=1[NH:7][C:8](=[O:14])[O:9][C:10]([CH3:13])([CH3:12])[CH3:11].C([O-])([O-])=O.[K+].[K+].Br[CH2:22]/[CH:23]=[CH:24]/[C:25]([O:27][CH2:28][CH3:29])=[O:26].C1(P(C2C=CC=CC=2)C2C=CC=CC=2)C=CC=CC=1, predict the reaction product. The product is: [CH2:28]([O:27][C:25](=[O:26])[CH2:24][C:23]1[C:2]2[S:3][CH:4]=[CH:5][C:6]=2[N:7]([C:8]([O:9][C:10]([CH3:13])([CH3:12])[CH3:11])=[O:14])[CH:22]=1)[CH3:29].